Dataset: Full USPTO retrosynthesis dataset with 1.9M reactions from patents (1976-2016). Task: Predict the reactants needed to synthesize the given product. The reactants are: [NH:1]1[C:9]2[C:4](=[CH:5][CH:6]=[CH:7][CH:8]=2)[C:3]([C:10]([O:12][CH2:13][CH3:14])=[O:11])=[N:2]1.Br[CH2:16][CH2:17][O:18][CH2:19][C:20]1[CH:25]=[CH:24][CH:23]=[CH:22][CH:21]=1. Given the product [CH2:19]([O:18][CH2:17][CH2:16][N:1]1[C:9]2[C:4](=[CH:5][CH:6]=[CH:7][CH:8]=2)[C:3]([C:10]([O:12][CH2:13][CH3:14])=[O:11])=[N:2]1)[C:20]1[CH:25]=[CH:24][CH:23]=[CH:22][CH:21]=1, predict the reactants needed to synthesize it.